This data is from Reaction yield outcomes from USPTO patents with 853,638 reactions. The task is: Predict the reaction yield, written as a fraction of the theoretical maximum amount of product (1.0 means a 100% yield; for example, 0.34 means a 34% yield). The product is [CH:6]1([NH:9][C:10](=[O:35])[C:11]2[CH:16]=[C:15]([C:17]3[CH:22]=[CH:21][N:20]4[C:23](=[O:32])[N:24]([CH:26]5[CH2:31][CH2:30][N:29]([S:2]([CH3:1])(=[O:4])=[O:3])[CH2:28][CH2:27]5)[N:25]=[C:19]4[CH:18]=3)[C:14]([CH3:33])=[C:13]([F:34])[CH:12]=2)[CH2:7][CH2:8]1. The reactants are [CH3:1][S:2](Cl)(=[O:4])=[O:3].[CH:6]1([NH:9][C:10](=[O:35])[C:11]2[CH:16]=[C:15]([C:17]3[CH:22]=[CH:21][N:20]4[C:23](=[O:32])[N:24]([CH:26]5[CH2:31][CH2:30][NH:29][CH2:28][CH2:27]5)[N:25]=[C:19]4[CH:18]=3)[C:14]([CH3:33])=[C:13]([F:34])[CH:12]=2)[CH2:8][CH2:7]1.C(N(CC)CC)C.[Cl-].[NH4+]. The catalyst is ClCCl.O. The yield is 0.790.